This data is from Full USPTO retrosynthesis dataset with 1.9M reactions from patents (1976-2016). The task is: Predict the reactants needed to synthesize the given product. (1) The reactants are: N[C:2]1[C:3]([C:14]([O:16][CH3:17])=[O:15])=[N:4][C:5]([C:8]2[CH:13]=[CH:12][CH:11]=[CH:10][CH:9]=2)=[CH:6][N:7]=1.N([O-])=[O:19].[Na+]. Given the product [OH:19][C:2]1[C:3]([C:14]([O:16][CH3:17])=[O:15])=[N:4][C:5]([C:8]2[CH:13]=[CH:12][CH:11]=[CH:10][CH:9]=2)=[CH:6][N:7]=1, predict the reactants needed to synthesize it. (2) Given the product [Br:13][C:14]1[CH:19]=[CH:18][C:17]([F:20])=[C:16]([C:23](=[O:24])[C:22]([F:29])([F:28])[F:21])[CH:15]=1, predict the reactants needed to synthesize it. The reactants are: C(NC(C)C)(C)C.[Li]CCCC.[Br:13][C:14]1[CH:19]=[CH:18][C:17]([F:20])=[CH:16][CH:15]=1.[F:21][C:22]([F:29])([F:28])[C:23](OCC)=[O:24].CC(C)=O.C(=O)=O. (3) The reactants are: [N:1]1([C:7](=[O:9])[CH3:8])[CH2:6][CH2:5][NH:4][CH2:3][CH2:2]1.Br[CH2:11][C:12]#[CH:13].C(=O)([O-])[O-].[K+].[K+]. Given the product [CH2:13]([N:4]1[CH2:5][CH2:6][N:1]([C:7](=[O:9])[CH3:8])[CH2:2][CH2:3]1)[C:12]#[CH:11], predict the reactants needed to synthesize it. (4) The reactants are: [CH2:1]([C:3]([C:15]1[CH:20]=[CH:19][C:18]([OH:21])=[C:17]([CH3:22])[CH:16]=1)([C:6]1[CH:11]=[CH:10][C:9]([C:12]#[CH:13])=[C:8]([CH3:14])[CH:7]=1)[CH2:4][CH3:5])[CH3:2].CCCCCC.[F:29][C:30]([F:38])([F:37])[C:31]([C:33]([F:36])([F:35])[F:34])=[O:32]. Given the product [CH2:1]([C:3]([C:15]1[CH:20]=[CH:19][C:18]([OH:21])=[C:17]([CH3:22])[CH:16]=1)([C:6]1[CH:11]=[CH:10][C:9]([C:12]#[C:13][C:31]([OH:32])([C:33]([F:36])([F:35])[F:34])[C:30]([F:38])([F:37])[F:29])=[C:8]([CH3:14])[CH:7]=1)[CH2:4][CH3:5])[CH3:2], predict the reactants needed to synthesize it. (5) Given the product [Br:1][C:2]1[CH:7]=[CH:6][CH:5]=[CH:4][C:3]=1[S:8]([C:11]([CH3:15])([CH3:14])[CH2:12][NH:13][C:16](=[O:17])[O:18][C:19]([CH3:22])([CH3:21])[CH3:20])(=[O:10])=[O:9], predict the reactants needed to synthesize it. The reactants are: [Br:1][C:2]1[CH:7]=[CH:6][CH:5]=[CH:4][C:3]=1[S:8]([C:11]([CH3:15])([CH3:14])[CH2:12][NH2:13])(=[O:10])=[O:9].[C:16](O[C:16]([O:18][C:19]([CH3:22])([CH3:21])[CH3:20])=[O:17])([O:18][C:19]([CH3:22])([CH3:21])[CH3:20])=[O:17]. (6) Given the product [S:6]1[CH:2]=[CH:3][CH:4]=[C:5]1[CH2:7][N:8]([CH2:21][C:22]([F:23])([F:24])[F:25])[C:9]1[CH:16]=[CH:15][C:12]([C:13]#[N:14])=[C:11]([C:17]([F:18])([F:19])[F:20])[CH:10]=1, predict the reactants needed to synthesize it. The reactants are: Cl[C:2]1[S:6][C:5]([CH2:7][N:8]([CH2:21][C:22]([F:25])([F:24])[F:23])[C:9]2[CH:16]=[CH:15][C:12]([C:13]#[N:14])=[C:11]([C:17]([F:20])([F:19])[F:18])[CH:10]=2)=[CH:4][CH:3]=1. (7) Given the product [CH3:11][O:12][CH2:13][CH2:14][NH:15][C:2]1[CH:7]=[N:6][C:5]([N+:8]([O-:10])=[O:9])=[CH:4][N:3]=1, predict the reactants needed to synthesize it. The reactants are: Br[C:2]1[CH:7]=[N:6][C:5]([N+:8]([O-:10])=[O:9])=[CH:4][N:3]=1.[CH3:11][O:12][CH2:13][CH2:14][NH2:15].